The task is: Predict the reactants needed to synthesize the given product.. This data is from Full USPTO retrosynthesis dataset with 1.9M reactions from patents (1976-2016). (1) Given the product [CH2:3]([O:4][CH:11]([C:13]1[CH:22]=[CH:21][C:16]([C:17]([O:19][CH3:20])=[O:18])=[CH:15][CH:14]=1)[CH3:12])[CH:2]([CH3:5])[CH3:1], predict the reactants needed to synthesize it. The reactants are: [CH3:1][CH:2]([CH3:5])[CH2:3][OH:4].[Bi](Br)(Br)Br.O[CH:11]([C:13]1[CH:22]=[CH:21][C:16]([C:17]([O:19][CH3:20])=[O:18])=[CH:15][CH:14]=1)[CH3:12]. (2) Given the product [C:16]1([CH:13]2[O:12][C:11](=[O:27])[NH:10][CH2:15][CH2:14]2)[CH:17]=[CH:18][CH:19]=[CH:20][CH:21]=1, predict the reactants needed to synthesize it. The reactants are: BrC1C=CC([C@@H]([N:10]2[CH2:15][CH2:14][C@:13](CC(O)(C)C)([C:16]3[CH:21]=[CH:20][CH:19]=[CH:18][CH:17]=3)[O:12][C:11]2=[O:27])C)=CC=1.COC1C=C(B2OC(C)(C)C(C)(C)O2)C=CN=1. (3) Given the product [Cl:16][C:17]1[CH:18]=[CH:19][C:20]([N:23]2[C:31]3[CH2:30][CH2:29][CH2:28][N:27]([C:8](=[O:10])[CH:7]([N:6]4[C:2]([CH3:1])=[N:3][C:4]([C:12]([F:15])([F:14])[F:13])=[N:5]4)[CH3:11])[C:26]=3[CH:25]=[N:24]2)=[CH:21][CH:22]=1, predict the reactants needed to synthesize it. The reactants are: [CH3:1][C:2]1[N:6]([CH:7]([CH3:11])[C:8]([OH:10])=O)[N:5]=[C:4]([C:12]([F:15])([F:14])[F:13])[N:3]=1.[Cl:16][C:17]1[CH:22]=[CH:21][C:20]([N:23]2[C:31]3[CH2:30][CH2:29][CH2:28][NH:27][C:26]=3[CH:25]=[N:24]2)=[CH:19][CH:18]=1.CCN(C(C)C)C(C)C. (4) Given the product [Cl:1][C:2]1[CH:3]=[C:4]2[C:12](=[C:13]([NH:15][C:16]([C@@H:18]3[CH2:23][O:22][C:21]([CH3:24])([CH3:25])[CH2:20][N:19]3[CH2:26][C@@H:27]([NH:29][C:30](=[O:32])[CH3:31])[CH3:28])=[O:17])[CH:14]=1)[NH:11][C:10]1[CH:9]=[N:8][CH:7]=[CH:6][C:5]2=1, predict the reactants needed to synthesize it. The reactants are: [Cl:1][C:2]1[CH:3]=[C:4]2[C:12](=[C:13]([NH:15][C:16]([CH:18]3[CH2:23][O:22][C:21]([CH3:25])([CH3:24])[CH2:20][N:19]3[CH2:26][CH:27]([NH2:29])[CH3:28])=[O:17])[CH:14]=1)[NH:11][C:10]1[CH:9]=[N:8][CH:7]=[CH:6][C:5]2=1.[C:30](OC(=O)C)(=[O:32])[CH3:31]. (5) Given the product [C:14]([S:16][CH2:6][CH2:5][CH2:4][C:3]([C:8]([F:9])([F:10])[F:11])([C:2]([F:12])([F:13])[F:1])[OH:7])(=[O:17])[CH3:15], predict the reactants needed to synthesize it. The reactants are: [F:1][C:2]([F:13])([F:12])[C:3]([C:8]([F:11])([F:10])[F:9])([OH:7])[CH2:4][CH:5]=[CH2:6].[C:14]([OH:17])(=[S:16])[CH3:15].CC(N=NC(C#N)(C)C)(C#N)C. (6) Given the product [CH3:1][C:2]([CH3:31])([CH3:30])[C:3]([NH:5][C:6]1[C:11]([CH2:12][CH2:13][CH2:14][C:15]([OH:17])=[O:16])=[CH:10][CH:9]=[C:8]([O:18][CH2:19][CH2:20][CH2:21][CH2:22][O:23][CH:24]2[CH2:29][CH2:28][CH2:27][CH2:26][O:25]2)[N:7]=1)=[O:4], predict the reactants needed to synthesize it. The reactants are: [CH3:1][C:2]([CH3:31])([CH3:30])[C:3]([NH:5][C:6]1[C:11]([CH:12]=[CH:13][CH2:14][C:15]([OH:17])=[O:16])=[CH:10][CH:9]=[C:8]([O:18][CH2:19][CH2:20][CH2:21][CH2:22][O:23][CH:24]2[CH2:29][CH2:28][CH2:27][CH2:26][O:25]2)[N:7]=1)=[O:4].C([O-])(O)=O.[Na+].N#N.